Binary Classification. Given a drug SMILES string, predict its activity (active/inactive) in a high-throughput screening assay against a specified biological target. From a dataset of Kir2.1 potassium channel HTS with 301,493 compounds. The molecule is S(c1n(Cc2occc2)c(=O)c2c(n1)cccc2)CC(=O)N(CC(=O)Nc1ccc(cc1)C)C. The result is 0 (inactive).